Task: Predict the reactants needed to synthesize the given product.. Dataset: Full USPTO retrosynthesis dataset with 1.9M reactions from patents (1976-2016) (1) Given the product [Br:32][C:4]1[C:3](=[O:28])[N:2]([CH3:1])[CH:7]=[C:6]([C:8]2[C:9]([CH3:26])=[C:10]([NH:14][C:15]([C:17]3[S:21][C:20]4[CH2:22][CH2:23][CH2:24][CH2:25][C:19]=4[CH:18]=3)=[O:16])[CH:11]=[CH:12][CH:13]=2)[N:5]=1, predict the reactants needed to synthesize it. The reactants are: [CH3:1][N:2]1[CH:7]=[C:6]([C:8]2[CH:13]=[CH:12][CH:11]=[C:10]([NH:14][C:15]([C:17]3[S:21][C:20]4[CH2:22][CH2:23][CH2:24][CH2:25][C:19]=4[CH:18]=3)=[O:16])[C:9]=2[CH3:26])[N:5]=[C:4]([O-])[C:3]1=[O:28].[Na+].P(Br)(Br)([Br:32])=O.CN(C)C=O.C(=O)([O-])[O-].[K+].[K+]. (2) Given the product [Br:15][C:16]1[S:20][C:19]([C@H:21]([NH:23][C:11](=[O:13])[CH2:10][C:7]2[CH:6]=[CH:5][C:4]([CH:1]([CH3:2])[CH3:3])=[CH:9][CH:8]=2)[CH3:22])=[N:18][CH:17]=1, predict the reactants needed to synthesize it. The reactants are: [CH:1]([C:4]1[CH:9]=[CH:8][C:7]([CH2:10][C:11]([OH:13])=O)=[CH:6][CH:5]=1)([CH3:3])[CH3:2].Cl.[Br:15][C:16]1[S:20][C:19]([C@H:21]([NH2:23])[CH3:22])=[N:18][CH:17]=1.C1C=NC2N(O)N=NC=2C=1.C(Cl)CCl.CCN(C(C)C)C(C)C. (3) Given the product [CH3:17][O:18][C:19]1[CH:20]=[C:21]([NH:22][C:2]2[CH:11]=[CH:10][N:9]=[C:8]3[C:3]=2[C:4]2[CH:16]=[CH:15][CH:14]=[CH:13][C:5]=2[C:6](=[O:12])[NH:7]3)[CH:23]=[CH:24][CH:25]=1, predict the reactants needed to synthesize it. The reactants are: Cl[C:2]1[CH:11]=[CH:10][N:9]=[C:8]2[C:3]=1[C:4]1[CH:16]=[CH:15][CH:14]=[CH:13][C:5]=1[C:6](=[O:12])[NH:7]2.[CH3:17][O:18][C:19]1[CH:20]=[C:21]([CH:23]=[CH:24][CH:25]=1)[NH2:22]. (4) The reactants are: [CH2:1]([O:3][C:4](=[O:19])[C@H:5]([CH2:7][C:8]1[C:16]2[C:11](=[CH:12][CH:13]=[CH:14][C:15]=2[C:17]#[N:18])[NH:10][CH:9]=1)[NH2:6])[CH3:2].C(N(CC)CC)C.[CH3:27][C:28]([O:31][C:32](O[C:32]([O:31][C:28]([CH3:30])([CH3:29])[CH3:27])=[O:33])=[O:33])([CH3:30])[CH3:29]. Given the product [CH2:1]([O:3][C:4](=[O:19])[C@H:5]([CH2:7][C:8]1[C:16]2[C:11](=[CH:12][CH:13]=[CH:14][C:15]=2[C:17]#[N:18])[NH:10][CH:9]=1)[NH:6][C:32]([O:31][C:28]([CH3:30])([CH3:29])[CH3:27])=[O:33])[CH3:2], predict the reactants needed to synthesize it. (5) The reactants are: [OH:1][C@@H:2]([C:24]1[CH:29]=[CH:28][CH:27]=[CH:26][CH:25]=1)[CH2:3][NH:4][C:5]1[CH:10]=[CH:9][NH:8][C:7](=[O:11])[C:6]=1[C:12]1[NH:13][C:14]2[C:20]([C:21]([OH:23])=O)=[CH:19][CH:18]=[CH:17][C:15]=2[N:16]=1.[CH2:30]([NH2:37])[C:31]1[CH:36]=[CH:35][CH:34]=[CH:33][CH:32]=1.CCN(C(C)C)C(C)C.CN(C(ON1N=NC2C=CC=NC1=2)=[N+](C)C)C.[F:64][P-](F)(F)(F)(F)F.FC1C=C(C=CC=1)CNC(C1C2NC(C3C(=O)NC=CC=3NC[C@@H](O)C3C=CC=CC=3)=NC=2C=CC=1)=O. Given the product [F:64][C:34]1[CH:35]=[CH:36][C:31]([CH2:30][NH:37][C:21]([C:20]2[C:14]3[NH:13][C:12]([C:6]4[C:7](=[O:11])[NH:8][CH:9]=[CH:10][C:5]=4[NH:4][CH2:3][C@@H:2]([OH:1])[C:24]4[CH:25]=[CH:26][CH:27]=[CH:28][CH:29]=4)=[N:16][C:15]=3[CH:17]=[CH:18][CH:19]=2)=[O:23])=[CH:32][CH:33]=1, predict the reactants needed to synthesize it. (6) Given the product [Cl:1][C:2]1[S:6][C:5]([CH2:7][CH2:8][S:9]([NH:12][C@H:13]2[CH2:17][CH2:16][N:15]([C@H:18]([C:23]([N:25]3[CH2:26][CH2:27][O:28][CH2:29][CH2:30]3)=[O:24])[CH2:19][C:20](/[N:22]=[CH:34]/[N:35]([CH3:37])[CH3:36])=[O:21])[C:14]2=[O:31])(=[O:10])=[O:11])=[CH:4][CH:3]=1, predict the reactants needed to synthesize it. The reactants are: [Cl:1][C:2]1[S:6][C:5]([CH2:7][CH2:8][S:9]([NH:12][C@H:13]2[CH2:17][CH2:16][N:15]([C@H:18]([C:23]([N:25]3[CH2:30][CH2:29][O:28][CH2:27][CH2:26]3)=[O:24])[CH2:19][C:20]([NH2:22])=[O:21])[C:14]2=[O:31])(=[O:11])=[O:10])=[CH:4][CH:3]=1.CO[CH:34](OC)[N:35]([CH3:37])[CH3:36]. (7) Given the product [CH3:1][S:2]([C:5]1[CH:6]=[CH:7][C:8]([O:14][CH:15]([CH3:20])[C:16]([F:19])([F:18])[F:17])=[C:9]([C:10]([N:30]2[CH2:31][CH2:32][N:27]([C:25]3[S:26][C:22]([CH3:21])=[C:23]([C:33]([F:36])([F:34])[F:35])[N:24]=3)[CH2:28][CH2:29]2)=[O:12])[CH:13]=1)(=[O:3])=[O:4], predict the reactants needed to synthesize it. The reactants are: [CH3:1][S:2]([C:5]1[CH:6]=[CH:7][C:8]([O:14][CH:15]([CH3:20])[C:16]([F:19])([F:18])[F:17])=[C:9]([CH:13]=1)[C:10]([OH:12])=O)(=[O:4])=[O:3].[CH3:21][C:22]1[S:26][C:25]([N:27]2[CH2:32][CH2:31][NH:30][CH2:29][CH2:28]2)=[N:24][C:23]=1[C:33]([F:36])([F:35])[F:34]. (8) Given the product [CH2:1]([O:2][C:3]([C:5]1[CH:6]=[N:7][N:8]([C:12]([CH3:15])([CH3:14])[CH3:13])[C:9]=1[CH2:10][O:16][CH2:17][CH3:18])=[O:4])[CH3:20], predict the reactants needed to synthesize it. The reactants are: [CH3:1][O:2][C:3]([C:5]1[CH:6]=[N:7][N:8]([C:12]([CH3:15])([CH3:14])[CH3:13])[C:9]=1[CH2:10]Br)=[O:4].[O-:16][CH2:17][CH3:18].[Na+].[CH2:20](O)C.